This data is from Full USPTO retrosynthesis dataset with 1.9M reactions from patents (1976-2016). The task is: Predict the reactants needed to synthesize the given product. (1) The reactants are: [F:1][C:2]1[CH:18]=[CH:17][CH:16]=[C:15]([F:19])[C:3]=1[CH2:4][C:5]1[O:9][N:8]=[C:7]([C:10]([O:12]CC)=O)[N:6]=1.Cl.[Cl:21][C:22]1[CH:23]=[C:24]2[C:28](=[CH:29][CH:30]=1)[NH:27][CH:26]=[C:25]2[CH2:31][CH2:32][NH2:33].CN(C(ON1N=NC2C=CC=NC1=2)=[N+](C)C)C.F[P-](F)(F)(F)(F)F.C(N(CC)C(C)C)(C)C. Given the product [Cl:21][C:22]1[CH:23]=[C:24]2[C:28](=[CH:29][CH:30]=1)[NH:27][CH:26]=[C:25]2[CH2:31][CH2:32][NH:33][C:10]([C:7]1[N:6]=[C:5]([CH2:4][C:3]2[C:15]([F:19])=[CH:16][CH:17]=[CH:18][C:2]=2[F:1])[O:9][N:8]=1)=[O:12], predict the reactants needed to synthesize it. (2) The reactants are: Br[C:2]1[CH:39]=[CH:38][C:5]([CH2:6][N:7]2[C:11]3[CH:12]=[CH:13][C:14]([O:16][CH2:17][C:18]4[CH:27]=[CH:26][C:25]5[C:20](=[CH:21][CH:22]=[C:23]([F:28])[CH:24]=5)[N:19]=4)=[CH:15][C:10]=3[N:9]=[C:8]2[C@H:29]2[CH2:34][CH2:33][CH2:32][CH2:31][C@H:30]2[C:35]([OH:37])=[O:36])=[CH:4][CH:3]=1.[F:40][C:41]([F:49])([F:48])[CH:42]1[CH2:47][CH2:46][NH:45][CH2:44][CH2:43]1. Given the product [F:28][C:23]1[CH:24]=[C:25]2[C:20](=[CH:21][CH:22]=1)[N:19]=[C:18]([CH2:17][O:16][C:14]1[CH:13]=[CH:12][C:11]3[N:7]([CH2:6][C:5]4[CH:4]=[CH:3][C:2]([N:45]5[CH2:46][CH2:47][CH:42]([C:41]([F:49])([F:48])[F:40])[CH2:43][CH2:44]5)=[CH:39][CH:38]=4)[C:8]([C@H:29]4[CH2:34][CH2:33][CH2:32][CH2:31][C@H:30]4[C:35]([OH:37])=[O:36])=[N:9][C:10]=3[CH:15]=1)[CH:27]=[CH:26]2, predict the reactants needed to synthesize it. (3) Given the product [I:8][C:5]1[CH:6]=[CH:7][C:2]([N:17]2[CH:16]=[C:15]([C:9]3[CH:14]=[CH:13][CH:12]=[CH:11][CH:10]=3)[CH:19]=[N:18]2)=[N:3][CH:4]=1, predict the reactants needed to synthesize it. The reactants are: F[C:2]1[CH:7]=[CH:6][C:5]([I:8])=[CH:4][N:3]=1.[C:9]1([C:15]2[CH:16]=[N:17][NH:18][CH:19]=2)[CH:14]=[CH:13][CH:12]=[CH:11][CH:10]=1.C(=O)([O-])[O-].[K+].[K+]. (4) The reactants are: [N:1]([C:4]1[CH:12]=[CH:11][C:7]([C:8]([OH:10])=O)=[CH:6][CH:5]=1)=[N+:2]=[N-:3].[CH:13]1[CH:14]=[CH:15][C:16]2N(O)N=[N:19][C:17]=2C=1.C(N)CCCC.CCN=C=NCCCN(C)C. Given the product [N:1]([C:4]1[CH:5]=[CH:6][C:7]([C:8]([NH:19][CH2:17][CH2:16][CH2:15][CH2:14][CH3:13])=[O:10])=[CH:11][CH:12]=1)=[N+:2]=[N-:3], predict the reactants needed to synthesize it. (5) Given the product [C:1]([N:4]1[C:13]2[C:8](=[CH:9][C:10]([C:14]([NH:16][CH3:17])=[O:15])=[CH:11][CH:12]=2)[CH:7]([NH:18][C:23]2[CH:30]=[CH:29][C:26]([C:27]#[N:28])=[CH:25][N:24]=2)[CH:6]([CH3:19])[CH:5]1[CH2:20][CH3:21])(=[O:3])[CH3:2], predict the reactants needed to synthesize it. The reactants are: [C:1]([N:4]1[C:13]2[C:8](=[CH:9][C:10]([C:14]([NH:16][CH3:17])=[O:15])=[CH:11][CH:12]=2)[CH:7]([NH2:18])[CH:6]([CH3:19])[CH:5]1[CH2:20][CH3:21])(=[O:3])[CH3:2].Cl[C:23]1[CH:30]=[CH:29][C:26]([C:27]#[N:28])=[CH:25][N:24]=1.CCN(C(C)C)C(C)C.